This data is from Ames mutagenicity test results for genotoxicity prediction. The task is: Regression/Classification. Given a drug SMILES string, predict its toxicity properties. Task type varies by dataset: regression for continuous values (e.g., LD50, hERG inhibition percentage) or binary classification for toxic/non-toxic outcomes (e.g., AMES mutagenicity, cardiotoxicity, hepatotoxicity). Dataset: ames. The molecule is OC1c2ccc3ccc4c5ccccc5ccc4c3c2C2OC2C1O. The result is 1 (mutagenic).